From a dataset of Full USPTO retrosynthesis dataset with 1.9M reactions from patents (1976-2016). Predict the reactants needed to synthesize the given product. (1) The reactants are: [NH2:1][C:2]1[C:3]([O:16][CH3:17])=[CH:4][C:5]2[CH2:11][NH:10][CH2:9][C:8](=[O:12])[N:7]([CH2:13][CH3:14])[C:6]=2[CH:15]=1.Cl[C:19]1[N:24]=[C:23]([NH:25][C:26]2[CH:31]=[CH:30][CH:29]=[CH:28][C:27]=2[S:32]([CH:35]([CH3:37])[CH3:36])(=[O:34])=[O:33])[C:22]([Cl:38])=[CH:21][N:20]=1.O.C1(C)C=CC(S(O)(=O)=O)=CC=1. Given the product [Cl:38][C:22]1[C:23]([NH:25][C:26]2[CH:31]=[CH:30][CH:29]=[CH:28][C:27]=2[S:32]([CH:35]([CH3:37])[CH3:36])(=[O:34])=[O:33])=[N:24][C:19]([NH:1][C:2]2[C:3]([O:16][CH3:17])=[CH:4][C:5]3[CH2:11][NH:10][CH2:9][C:8](=[O:12])[N:7]([CH2:13][CH3:14])[C:6]=3[CH:15]=2)=[N:20][CH:21]=1, predict the reactants needed to synthesize it. (2) Given the product [Cl:1][C:2]1[CH:3]=[C:4]([CH2:9][C@H:10]2[CH2:15][C@H:14]([N:16]3[CH2:21][CH2:20][N:19]([CH2:22][C:23]([NH:25][C:26]4[C:27]([CH3:33])=[CH:28][CH:29]=[CH:30][C:31]=4[CH3:32])=[O:24])[CH2:18][CH2:17]3)[CH2:13][CH2:12][NH:11]2)[CH:5]=[CH:6][C:7]=1[Cl:8], predict the reactants needed to synthesize it. The reactants are: [Cl:1][C:2]1[CH:3]=[C:4]([CH2:9][C@H:10]2[CH2:15][C@H:14]([N:16]3[CH2:21][CH2:20][N:19]([CH2:22][C:23]([NH:25][C:26]4[C:31]([CH3:32])=[CH:30][CH:29]=[CH:28][C:27]=4[CH3:33])=[O:24])[CH2:18][CH2:17]3)[CH2:13][CH2:12][N:11]2C(OCC)=O)[CH:5]=[CH:6][C:7]=1[Cl:8].[OH-].[K+]. (3) Given the product [F:22][C:23]1[CH:24]=[N:25][C:26]([C@@H:29]([NH:31][C:2]2[N:7]=[C:6]([NH:8][C:9]3[CH:13]=[C:12]([O:14][CH:15]([CH3:17])[CH3:16])[NH:11][N:10]=3)[C:5]([N+:18]([O-:20])=[O:19])=[CH:4][CH:3]=2)[CH3:30])=[N:27][CH:28]=1, predict the reactants needed to synthesize it. The reactants are: Cl[C:2]1[N:7]=[C:6]([NH:8][C:9]2[CH:13]=[C:12]([O:14][CH:15]([CH3:17])[CH3:16])[NH:11][N:10]=2)[C:5]([N+:18]([O-:20])=[O:19])=[CH:4][CH:3]=1.Cl.[F:22][C:23]1[CH:24]=[N:25][C:26]([C@@H:29]([NH2:31])[CH3:30])=[N:27][CH:28]=1.C(N(C(C)C)CC)(C)C. (4) The reactants are: [CH2:1]([N:3]1[C:7]2=[N:8][C:9]([CH2:62][CH3:63])=[C:10]([CH2:19][NH:20][C:21]([C:23]3[CH:24]=[C:25]([C:29]([NH:31][CH2:32][C:33]4[CH:34]=[C:35]([C:41]5[CH:46]=[CH:45][CH:44]=[C:43]([CH2:47][N:48]6[CH2:53][CH2:52][N:51](C(OC(C)(C)C)=O)[C@@H:50]([CH3:61])[CH2:49]6)[CH:42]=5)[CH:36]=[C:37]([O:39][CH3:40])[CH:38]=4)=[O:30])[CH:26]=[CH:27][CH:28]=3)=[O:22])[C:11]([NH:12][CH:13]3[CH2:18][CH2:17][O:16][CH2:15][CH2:14]3)=[C:6]2[CH:5]=[N:4]1)[CH3:2]. Given the product [CH2:1]([N:3]1[C:7]2=[N:8][C:9]([CH2:62][CH3:63])=[C:10]([CH2:19][NH:20][C:21]([C:23]3[CH:28]=[CH:27][CH:26]=[C:25]([C:29]([NH:31][CH2:32][C:33]4[CH:34]=[C:35]([C:41]5[CH:46]=[CH:45][CH:44]=[C:43]([CH2:47][N:48]6[CH2:53][CH2:52][NH:51][C@@H:50]([CH3:61])[CH2:49]6)[CH:42]=5)[CH:36]=[C:37]([O:39][CH3:40])[CH:38]=4)=[O:30])[CH:24]=3)=[O:22])[C:11]([NH:12][CH:13]3[CH2:14][CH2:15][O:16][CH2:17][CH2:18]3)=[C:6]2[CH:5]=[N:4]1)[CH3:2], predict the reactants needed to synthesize it. (5) The reactants are: [Cl:1][C:2]1[CH:43]=[CH:42][C:5]([CH2:6][NH:7][C:8]([C:10]2[C:11](=[O:41])[C:12]3[CH:28]=[C:27]([CH2:29][N:30]([CH2:32][C@@H:33]([OH:40])[C:34]4[CH:39]=[CH:38][CH:37]=[CH:36][CH:35]=4)[CH3:31])[S:26][C:13]=3[N:14]([CH2:16][CH2:17][CH2:18][O:19]C3CCCCO3)[CH:15]=2)=[O:9])=[CH:4][CH:3]=1.Cl(O)(=O)(=O)=O.C([O-])(O)=O.[Na+]. Given the product [Cl:1][C:2]1[CH:3]=[CH:4][C:5]([CH2:6][NH:7][C:8]([C:10]2[C:11](=[O:41])[C:12]3[CH:28]=[C:27]([CH2:29][N:30]([CH2:32][C@@H:33]([OH:40])[C:34]4[CH:35]=[CH:36][CH:37]=[CH:38][CH:39]=4)[CH3:31])[S:26][C:13]=3[N:14]([CH2:16][CH2:17][CH2:18][OH:19])[CH:15]=2)=[O:9])=[CH:42][CH:43]=1, predict the reactants needed to synthesize it. (6) Given the product [CH2:11]([O:10][C:8](=[O:9])[CH:7]([Cl:18])[C:6](=[O:13])[CH2:5][C:4]([O:3][CH2:1][CH3:2])=[O:14])[CH3:12], predict the reactants needed to synthesize it. The reactants are: [CH2:1]([O:3][C:4](=[O:14])[CH2:5][C:6](=[O:13])[CH2:7][C:8]([O:10][CH2:11][CH3:12])=[O:9])[CH3:2].S(Cl)([Cl:18])(=O)=O.O. (7) Given the product [C:19]([O:22][C:23]([N:15]1[CH2:14][CH2:13][N:12]([C:3]2[C:4]([F:11])=[CH:5][C:6]([N+:8]([O-:10])=[O:9])=[CH:7][C:2]=2[F:1])[CH2:17][CH2:16]1)=[O:24])([CH3:21])([CH3:20])[CH3:18], predict the reactants needed to synthesize it. The reactants are: [F:1][C:2]1[CH:7]=[C:6]([N+:8]([O-:10])=[O:9])[CH:5]=[C:4]([F:11])[C:3]=1[N:12]1[CH2:17][CH2:16][NH:15][CH2:14][CH2:13]1.[CH3:18][C:19]([O:22][C:23](O[C:23]([O:22][C:19]([CH3:21])([CH3:20])[CH3:18])=[O:24])=[O:24])([CH3:21])[CH3:20]. (8) Given the product [CH2:1]([O:3][C:4](=[O:29])[CH2:5][CH2:6][C:7]1[N:8]([C:19]2[CH:24]=[CH:23][C:22]([C:25](=[O:27])[NH2:26])=[CH:21][C:20]=2[CH3:28])[C:9]([C:12]2[CH:13]=[CH:14][C:15]([NH:18][C:31](=[O:32])[CH2:30][OH:33])=[CH:16][CH:17]=2)=[CH:10][CH:11]=1)[CH3:2], predict the reactants needed to synthesize it. The reactants are: [CH2:1]([O:3][C:4](=[O:29])[CH2:5][CH2:6][C:7]1[N:8]([C:19]2[CH:24]=[CH:23][C:22]([C:25](=[O:27])[NH2:26])=[CH:21][C:20]=2[CH3:28])[C:9]([C:12]2[CH:17]=[CH:16][C:15]([NH2:18])=[CH:14][CH:13]=2)=[CH:10][CH:11]=1)[CH3:2].[C:30](O)(=[O:33])[CH2:31][OH:32].CN(C(ON1N=NC2C=CC=CC1=2)=[N+](C)C)C.[B-](F)(F)(F)F.C(Cl)CCl. (9) The reactants are: [C:1]1([Mg]Br)[CH:6]=[CH:5][CH:4]=[CH:3][CH:2]=1.CCOCC.[C:14]1(=O)[CH2:18][CH2:17][CH2:16][CH2:15]1.Cl. Given the product [C:14]1([C:1]2[CH:6]=[CH:5][CH:4]=[CH:3][CH:2]=2)[CH2:18][CH2:17][CH2:16][CH:15]=1, predict the reactants needed to synthesize it. (10) Given the product [CH2:1]([C:3]([C:28]1[CH:33]=[CH:32][C:31]([O:34][CH2:37][C@H:38]2[O:43][C:42](=[O:44])[CH2:41][CH2:40][CH2:39]2)=[C:30]([CH3:35])[CH:29]=1)([C:6]1[CH:11]=[CH:10][C:9]([C:12]#[C:13][C:14]([O:23][CH2:24][O:25][CH3:26])([C:19]([F:20])([F:21])[F:22])[C:15]([F:18])([F:17])[F:16])=[C:8]([CH3:27])[CH:7]=1)[CH2:4][CH3:5])[CH3:2], predict the reactants needed to synthesize it. The reactants are: [CH2:1]([C:3]([C:28]1[CH:33]=[CH:32][C:31]([OH:34])=[C:30]([CH3:35])[CH:29]=1)([C:6]1[CH:11]=[CH:10][C:9]([C:12]#[C:13][C:14]([O:23][CH2:24][O:25][CH3:26])([C:19]([F:22])([F:21])[F:20])[C:15]([F:18])([F:17])[F:16])=[C:8]([CH3:27])[CH:7]=1)[CH2:4][CH3:5])[CH3:2].O[CH2:37][C@H:38]1[O:43][C:42](=[O:44])[CH2:41][CH2:40][CH2:39]1.